From a dataset of Reaction yield outcomes from USPTO patents with 853,638 reactions. Predict the reaction yield, written as a fraction of the theoretical maximum amount of product (1.0 means a 100% yield; for example, 0.34 means a 34% yield). (1) The reactants are [Li+].[OH-].[F:3][C:4]([F:33])([F:32])[C:5]1[N:10]=[CH:9][C:8]([NH:11][C:12](=[O:31])[NH:13][C@@H:14]2[CH2:19][CH2:18][N:17]([C:20]([O:22][C:23]([CH3:26])([CH3:25])[CH3:24])=[O:21])[C@@H:16]([C:27]([O:29]C)=[O:28])[CH2:15]2)=[CH:7][CH:6]=1.Cl. The catalyst is C1COCC1.CO.O. The product is [C:23]([O:22][C:20]([N:17]1[CH2:18][CH2:19][C@@H:14]([NH:13][C:12]([NH:11][C:8]2[CH:9]=[N:10][C:5]([C:4]([F:32])([F:33])[F:3])=[CH:6][CH:7]=2)=[O:31])[CH2:15][C@@H:16]1[C:27]([OH:29])=[O:28])=[O:21])([CH3:26])([CH3:24])[CH3:25]. The yield is 0.940. (2) The reactants are [CH3:1][O:2][C:3]1[C:4](=[O:10])[NH:5][C:6](=S)[NH:7][CH:8]=1.ClCC(O)=[O:14].Cl. The catalyst is O. The product is [CH3:1][O:2][C:3]1[C:4](=[O:10])[NH:5][C:6](=[O:14])[NH:7][CH:8]=1. The yield is 0.940. (3) The reactants are [Br:1]Br.[O:3]=[C:4]1[CH2:13][CH2:12][CH2:11][C:10]2[CH:9]=[C:8]([C:14]#[N:15])[CH:7]=[CH:6][C:5]1=2. The catalyst is C(Cl)Cl. The product is [Br:1][CH:13]1[CH2:12][CH2:11][C:10]2[CH:9]=[C:8]([C:14]#[N:15])[CH:7]=[CH:6][C:5]=2[C:4]1=[O:3]. The yield is 0.810. (4) The reactants are [NH2:1][C:2]1[C:3]2[N:4]([C:8]([C@@H:25]3[CH2:30][CH2:29][CH2:28][CH2:27][NH:26]3)=[N:9][C:10]=2[C:11]2[CH:24]=[CH:23][C:14]([C:15]([NH:17][C:18]3[CH:22]=[CH:21][O:20][N:19]=3)=[O:16])=[CH:13][CH:12]=2)[CH:5]=[CH:6][N:7]=1.[C:31](O)(=[O:35])[C:32]#[C:33][CH3:34]. No catalyst specified. The yield is 0.0660. The product is [NH2:1][C:2]1[C:3]2[N:4]([C:8]([C@@H:25]3[CH2:30][CH2:29][CH2:28][CH2:27][N:26]3[C:31](=[O:35])[C:32]#[C:33][CH3:34])=[N:9][C:10]=2[C:11]2[CH:12]=[CH:13][C:14]([C:15]([NH:17][C:18]3[CH:22]=[CH:21][O:20][N:19]=3)=[O:16])=[CH:23][CH:24]=2)[CH:5]=[CH:6][N:7]=1. (5) The reactants are [OH:1][C:2]1[CH:3]=[C:4]([CH:10]=[C:11]([OH:13])[CH:12]=1)[C:5]([O:7][CH2:8][CH3:9])=[O:6].[H-].[Na+].I[CH2:17][CH3:18].Cl. The catalyst is CN(C)C=O.O. The product is [CH2:17]([O:1][C:2]1[CH:3]=[C:4]([CH:10]=[C:11]([OH:13])[CH:12]=1)[C:5]([O:7][CH2:8][CH3:9])=[O:6])[CH3:18]. The yield is 0.390. (6) The reactants are [S:1]1[C:5]2[CH2:6][CH2:7][CH2:8][C:4]=2[N:3]=[C:2]1[C:9]1[C:13]([C:14](O)=[O:15])=[CH:12][N:11]([CH2:17][O:18][CH2:19][CH2:20][Si:21]([CH3:24])([CH3:23])[CH3:22])[N:10]=1.[O:25]1[CH2:30][CH2:29][CH:28]([NH2:31])[CH2:27][CH2:26]1.CN(C(ON1N=NC2C=CC=NC1=2)=[N+](C)C)C.F[P-](F)(F)(F)(F)F.CCN(C(C)C)C(C)C. The catalyst is CN(C=O)C. The product is [S:1]1[C:5]2[CH2:6][CH2:7][CH2:8][C:4]=2[N:3]=[C:2]1[C:9]1[C:13]([C:14]([NH:31][CH:28]2[CH2:29][CH2:30][O:25][CH2:26][CH2:27]2)=[O:15])=[CH:12][N:11]([CH2:17][O:18][CH2:19][CH2:20][Si:21]([CH3:23])([CH3:24])[CH3:22])[N:10]=1. The yield is 0.990.